Dataset: Forward reaction prediction with 1.9M reactions from USPTO patents (1976-2016). Task: Predict the product of the given reaction. (1) Given the reactants [Br:1][C:2]1[CH:14]=[C:13]2[C:5]([C:6]3[C:7](=[O:33])[C:8]4[CH:24]=[CH:23][C:22]([O:25][CH2:26][C@@H:27]([OH:32])[C@H:28]([OH:31])[CH2:29][OH:30])=[CH:21][C:9]=4[C:10]([CH3:20])([CH3:19])[C:11]=3[N:12]2[CH2:15][C:16]([OH:18])=[O:17])=[CH:4][CH:3]=1.[CH3:34][Si](C=[N+]=[N-])(C)C, predict the reaction product. The product is: [CH3:34][O:17][C:16](=[O:18])[CH2:15][N:12]1[C:11]2[C:10]([CH3:20])([CH3:19])[C:9]3[CH:21]=[C:22]([O:25][CH2:26][C@@H:27]([OH:32])[C@H:28]([OH:31])[CH2:29][OH:30])[CH:23]=[CH:24][C:8]=3[C:7](=[O:33])[C:6]=2[C:5]2[C:13]1=[CH:14][C:2]([Br:1])=[CH:3][CH:4]=2. (2) Given the reactants [N+:1]([C:4]1[CH:9]=[CH:8][C:7]([C:10](=[N:24][NH:25][C:26]2[N:31]=[CH:30][CH:29]=[CH:28][N:27]=2)[C:11]2[C:12]([CH2:20][CH:21]([OH:23])[CH3:22])=[CH:13][C:14]3[O:18][CH2:17][O:16][C:15]=3[CH:19]=2)=[CH:6][CH:5]=1)([O-:3])=[O:2].C(N(CC)CC)C.[CH3:39][S:40](Cl)(=[O:42])=[O:41], predict the reaction product. The product is: [S:40]([O:23][CH:21]([CH3:22])[CH2:20][C:12]1[C:11]([C:10]([C:7]2[CH:8]=[CH:9][C:4]([N+:1]([O-:3])=[O:2])=[CH:5][CH:6]=2)=[N:24][NH:25][C:26]2[N:27]=[CH:28][CH:29]=[CH:30][N:31]=2)=[CH:19][C:15]2[O:16][CH2:17][O:18][C:14]=2[CH:13]=1)(=[O:42])(=[O:41])[CH3:39]. (3) The product is: [Cl:18][C:14]1[CH:13]=[C:12]([CH:17]=[CH:16][CH:15]=1)[C:11]([NH:10][CH2:9][C:8]1[CH:20]=[CH:21][C:5]([C:2](=[NH:3])[NH:4][OH:35])=[CH:6][C:7]=1[NH:22][CH2:23][C:24](=[O:32])[NH:25][C:26]1[CH:27]=[N:28][CH:29]=[CH:30][CH:31]=1)=[O:19]. Given the reactants Cl.[C:2]([C:5]1[CH:21]=[CH:20][C:8]([CH2:9][NH:10][C:11](=[O:19])[C:12]2[CH:17]=[CH:16][CH:15]=[C:14]([Cl:18])[CH:13]=2)=[C:7]([NH:22][CH2:23][C:24](=[O:32])[NH:25][C:26]2[CH:27]=[N:28][CH:29]=[CH:30][CH:31]=2)[CH:6]=1)(=[NH:4])[NH2:3].Cl.N[OH:35].C(N(CC)CC)C, predict the reaction product. (4) Given the reactants CS(OCCCOC1C=CC=C(C2N(C3C=CC=C(Cl)C=3)N=C(C(N3CC(=O)NC3)=O)C=2)C=1)(=O)=O.N.[CH:37]([OH:39])=[O:38].C(O)=O.[Cl:43][C:44]1[CH:45]=[C:46]([N:50]2[C:54]([C:55]3[CH:60]=[CH:59][CH:58]=[C:57]([O:61][CH2:62][CH2:63][CH2:64][N:65](C)C)[CH:56]=3)=[CH:53][C:52]([C:68]([N:70]3[CH2:74][C:73](=[O:75])[NH:72][CH2:71]3)=[O:69])=[N:51]2)[CH:47]=[CH:48][CH:49]=1, predict the reaction product. The product is: [CH:37]([OH:39])=[O:38].[NH2:65][CH2:64][CH2:63][CH2:62][O:61][C:57]1[CH:56]=[C:55]([C:54]2[N:50]([C:46]3[CH:47]=[CH:48][CH:49]=[C:44]([Cl:43])[CH:45]=3)[N:51]=[C:52]([C:68]([N:70]3[CH2:74][C:73](=[O:75])[NH:72][CH2:71]3)=[O:69])[CH:53]=2)[CH:60]=[CH:59][CH:58]=1.